Task: Predict the product of the given reaction.. Dataset: Forward reaction prediction with 1.9M reactions from USPTO patents (1976-2016) (1) Given the reactants [NH2:1][C:2]1[C:3]2[N:4]([N:23]=[C:24]([C:26]3[O:27][CH:28]=[CH:29][CH:30]=3)[N:25]=2)[CH:5]=[C:6]([C:8]#[C:9][C:10]([CH3:22])([OH:21])[CH2:11][C:12]2[CH:17]=[CH:16][C:15]([N+:18]([O-])=O)=[CH:14][CH:13]=2)[N:7]=1.O.O.Cl[Sn]Cl, predict the reaction product. The product is: [NH2:1][C:2]1[C:3]2[N:4]([N:23]=[C:24]([C:26]3[O:27][CH:28]=[CH:29][CH:30]=3)[N:25]=2)[CH:5]=[C:6]([C:8]#[C:9][C:10]([CH3:22])([OH:21])[CH2:11][C:12]2[CH:13]=[CH:14][C:15]([NH2:18])=[CH:16][CH:17]=2)[N:7]=1. (2) Given the reactants Br[C:2]1[C:3]([OH:15])=[C:4]([C:9]([O:13][CH3:14])=[C:10]([Cl:12])[CH:11]=1)[C:5]([O:7][CH3:8])=[O:6].C(N(CC)CC)C.[CH:23]#[C:24][CH2:25][CH3:26], predict the reaction product. The product is: [Cl:12][C:10]1[C:9]([O:13][CH3:14])=[C:4]([C:5]([O:7][CH3:8])=[O:6])[C:3]2[O:15][C:24]([CH2:25][CH3:26])=[CH:23][C:2]=2[CH:11]=1. (3) Given the reactants [CH2:1]([O:8][CH:9]1[CH2:13][N:12](C(OC(C)(C)C)=O)[CH2:11][C:10]1([F:22])[F:21])[C:2]1[CH:7]=[CH:6][CH:5]=[CH:4][CH:3]=1.[ClH:23].CCOCC, predict the reaction product. The product is: [ClH:23].[CH2:1]([O:8][CH:9]1[CH2:13][NH:12][CH2:11][C:10]1([F:22])[F:21])[C:2]1[CH:3]=[CH:4][CH:5]=[CH:6][CH:7]=1. (4) Given the reactants Cl[C:2]1[C:7]([N+:8]([O-:10])=[O:9])=[CH:6][C:5]([C:11]([F:14])([F:13])[F:12])=[CH:4][N:3]=1.C([O-])(O)=O.[Na+].[CH:20]1([NH2:24])[CH2:23][CH2:22][CH2:21]1, predict the reaction product. The product is: [CH:20]1([NH:24][C:2]2[C:7]([N+:8]([O-:10])=[O:9])=[CH:6][C:5]([C:11]([F:14])([F:13])[F:12])=[CH:4][N:3]=2)[CH2:23][CH2:22][CH2:21]1. (5) Given the reactants [C:1]12([NH2:11])[CH2:10][CH:5]3[CH2:6][CH:7]([CH2:9][CH:3]([CH2:4]3)[CH2:2]1)[CH2:8]2.[NH:12]1[C:20]2[C:15](=[CH:16][CH:17]=[CH:18][CH:19]=2)[CH:14]=[C:13]1[CH:21]=O, predict the reaction product. The product is: [C:1]12([NH:11][CH2:21][C:13]3[NH:12][C:20]4[C:15]([CH:14]=3)=[CH:16][CH:17]=[CH:18][CH:19]=4)[CH2:8][CH:7]3[CH2:6][CH:5]([CH2:4][CH:3]([CH2:9]3)[CH2:2]1)[CH2:10]2. (6) Given the reactants [C:1]1([C:7]2N=NC(NNC(=O)[CH2:7][C:1]3[CH:6]=[C:5]4[C:4](=[CH:3][CH:2]=3)N=CC=C4)=NC=2)[CH:6]=[CH:5][CH:4]=[CH:3][CH:2]=1.C(O[C:36]1[CH:41]=[CH:40][C:39]([C:42]2[N:47]=[N:46][C:45]([NH:48][NH:49][C:50](=O)[CH2:51][C:52]3[C:60]4[C:55](=[CH:56][CH:57]=[CH:58][CH:59]=4)[NH:54][CH:53]=3)=[N:44][CH:43]=2)=[CH:38][CH:37]=1)C1C=CC=CC=1, predict the reaction product. The product is: [NH:54]1[C:55]2[C:60](=[CH:59][CH:58]=[CH:57][CH:56]=2)[C:52]([CH2:51][C:50]2[N:46]3[N:47]=[C:42]([C:39]4[CH:38]=[CH:37][C:36]([CH2:7][C:1]5[CH:6]=[CH:5][CH:4]=[CH:3][CH:2]=5)=[CH:41][CH:40]=4)[CH:43]=[N:44][C:45]3=[N:48][N:49]=2)=[CH:53]1. (7) Given the reactants [CH2:1]([O:3][C:4](=[O:13])[C:5]1[CH:10]=[CH:9][C:8]([OH:11])=[C:7]([OH:12])[CH:6]=1)[CH3:2].[CH3:14][C:15](C)([O-:17])C.[K+].C(OC(=O)C)(=O)C, predict the reaction product. The product is: [CH2:1]([O:3][C:4](=[O:13])[C:5]1[CH:10]=[CH:9][C:8]([OH:11])=[C:7]([O:12][C:15](=[O:17])[CH3:14])[CH:6]=1)[CH3:2]. (8) Given the reactants [NH2:1][C:2]1[CH:7]=CN=[C:4]([C:8]2[CH:9]=[C:10]([NH:15][CH2:16][CH2:17][N:18]([CH3:20])[CH3:19])[CH:11]=[C:12]([F:14])[CH:13]=2)[C:3]=1[N+:21]([O-])=O.[NH4+:24].[Cl-].[CH3:26]O, predict the reaction product. The product is: [CH3:20][N:18]([CH3:19])[CH2:17][CH2:16][NH:15][C:10]1[CH:9]=[C:8]([C:4]2[C:3]([NH2:21])=[C:2]([NH2:1])[CH:7]=[N:24][CH:26]=2)[CH:13]=[C:12]([F:14])[CH:11]=1.